From a dataset of Forward reaction prediction with 1.9M reactions from USPTO patents (1976-2016). Predict the product of the given reaction. (1) Given the reactants [CH2:1]([N:8]1[C:12]([C:13]2[CH:18]=[CH:17][CH:16]=[CH:15][CH:14]=2)=[N:11][N:10]=[N:9]1)[C:2]1[CH:7]=[CH:6][CH:5]=[CH:4][CH:3]=1.C(=O)([O-])[O-].[K+].[K+].Br[C:26]1[CH:31]=[CH:30][C:29]([CH3:32])=[CH:28][CH:27]=1.CN1CCCC1=O, predict the reaction product. The product is: [CH2:1]([N:8]1[C:12]([C:13]2[CH:18]=[CH:17][CH:16]=[CH:15][C:14]=2[C:26]2[CH:31]=[CH:30][C:29]([CH3:32])=[CH:28][CH:27]=2)=[N:11][N:10]=[N:9]1)[C:2]1[CH:3]=[CH:4][CH:5]=[CH:6][CH:7]=1. (2) Given the reactants [C:1]([O:5][C:6]([N:8]1[CH2:13][C@H:12]([CH2:14]O)[N:11]([CH2:16][C:17]2[CH:22]=[CH:21][CH:20]=[CH:19][CH:18]=2)[CH2:10][C@H:9]1[CH3:23])=[O:7])([CH3:4])([CH3:3])[CH3:2].C(N(CC)CC)C.CS(Cl)(=O)=O.[NH:36]1[CH:40]=[CH:39][CH:38]=[N:37]1.C([O-])(O)=O.[Na+], predict the reaction product. The product is: [C:1]([O:5][C:6]([N:8]1[CH2:13][C@H:12]([CH2:14][N:36]2[CH:40]=[CH:39][CH:38]=[N:37]2)[N:11]([CH2:16][C:17]2[CH:22]=[CH:21][CH:20]=[CH:19][CH:18]=2)[CH2:10][C@H:9]1[CH3:23])=[O:7])([CH3:4])([CH3:3])[CH3:2].